From a dataset of NCI-60 drug combinations with 297,098 pairs across 59 cell lines. Regression. Given two drug SMILES strings and cell line genomic features, predict the synergy score measuring deviation from expected non-interaction effect. Drug 1: CC1=C2C(C(=O)C3(C(CC4C(C3C(C(C2(C)C)(CC1OC(=O)C(C(C5=CC=CC=C5)NC(=O)OC(C)(C)C)O)O)OC(=O)C6=CC=CC=C6)(CO4)OC(=O)C)OC)C)OC. Drug 2: C#CCC(CC1=CN=C2C(=N1)C(=NC(=N2)N)N)C3=CC=C(C=C3)C(=O)NC(CCC(=O)O)C(=O)O. Cell line: UACC-257. Synergy scores: CSS=15.7, Synergy_ZIP=-4.97, Synergy_Bliss=-2.63, Synergy_Loewe=-3.13, Synergy_HSA=-2.56.